Dataset: Forward reaction prediction with 1.9M reactions from USPTO patents (1976-2016). Task: Predict the product of the given reaction. The product is: [C:1]([O:5][C:6]([N:8]1[CH2:13][CH2:12][N:11]([C:14](=[O:24])[C:15]2[CH:23]=[CH:22][CH:21]=[CH:20][C:16]=2[C:17]([OH:19])=[O:18])[CH2:10][CH2:9]1)=[O:7])([CH3:4])([CH3:2])[CH3:3]. Given the reactants [C:1]([O:5][C:6]([N:8]1[CH2:13][CH2:12][NH:11][CH2:10][CH2:9]1)=[O:7])([CH3:4])([CH3:3])[CH3:2].[C:14]1(=[O:24])[O:19][C:17](=[O:18])[C:16]2=[CH:20][CH:21]=[CH:22][CH:23]=[C:15]12, predict the reaction product.